This data is from Catalyst prediction with 721,799 reactions and 888 catalyst types from USPTO. The task is: Predict which catalyst facilitates the given reaction. (1) Reactant: [CH2:1]([C:3]1[CH:4]=[CH:5][C:6]([OH:13])=[C:7]([CH:12]=1)[C:8]([O:10][CH3:11])=[O:9])[CH3:2].CCN(CC)CC.[O:21](S(C(F)(F)F)(=O)=O)[S:22]([C:25]([F:28])([F:27])[F:26])(=O)=[O:23]. Product: [CH2:1]([C:3]1[CH:4]=[CH:5][C:6]([O:13][S:22]([C:25]([F:28])([F:27])[F:26])(=[O:23])=[O:21])=[C:7]([CH:12]=1)[C:8]([O:10][CH3:11])=[O:9])[CH3:2]. The catalyst class is: 172. (2) Product: [P:2](=[O:1])([OH:5])([OH:4])[OH:3].[Cl:17][C:9]1[C:10]([O:15][CH3:16])=[CH:11][C:12]([O:13][CH3:14])=[C:7]([Cl:6])[C:8]=1[NH:18][C:19](=[O:49])[N:20]([C:22]1[N:27]=[CH:26][N:25]=[C:24]([NH:28][C:29]2[CH:34]=[CH:33][C:32]([N:35]3[CH2:40][CH2:39][N:38]([CH:41]([CH3:43])[CH3:42])[CH2:37][CH2:36]3)=[CH:31][C:30]=2[NH:44][C:45](=[O:48])[CH:46]=[CH2:47])[CH:23]=1)[CH3:21]. The catalyst class is: 36. Reactant: [OH:1][P:2]([OH:5])([OH:4])=[O:3].[Cl:6][C:7]1[C:12]([O:13][CH3:14])=[CH:11][C:10]([O:15][CH3:16])=[C:9]([Cl:17])[C:8]=1[NH:18][C:19](=[O:49])[N:20]([C:22]1[N:27]=[CH:26][N:25]=[C:24]([NH:28][C:29]2[CH:34]=[CH:33][C:32]([N:35]3[CH2:40][CH2:39][N:38]([CH:41]([CH3:43])[CH3:42])[CH2:37][CH2:36]3)=[CH:31][C:30]=2[NH:44][C:45](=[O:48])[CH:46]=[CH2:47])[CH:23]=1)[CH3:21]. (3) Reactant: C(=O)([O-])[O-].[K+].[K+].[CH2:7]([O:14][C:15]1[CH:16]=[CH:17][C:18]([CH3:22])=[C:19]([OH:21])[CH:20]=1)[C:8]1[CH:13]=[CH:12][CH:11]=[CH:10][CH:9]=1.[CH2:23]([O:25][C:26]([C:28]1[C:29]2[S:37][CH:36]=[C:35]([CH2:38]Br)[C:30]=2[C:31]([Cl:34])=[N:32][CH:33]=1)=[O:27])[CH3:24]. Product: [CH2:23]([O:25][C:26]([C:28]1[C:29]2[S:37][CH:36]=[C:35]([CH2:38][O:21][C:19]3[CH:20]=[C:15]([O:14][CH2:7][C:8]4[CH:9]=[CH:10][CH:11]=[CH:12][CH:13]=4)[CH:16]=[CH:17][C:18]=3[CH3:22])[C:30]=2[C:31]([Cl:34])=[N:32][CH:33]=1)=[O:27])[CH3:24]. The catalyst class is: 213. (4) Reactant: C([C:3]1[CH:8]=[CH:7][CH:6]=C[C:4]=1[C:9]1[C:10]2[C:15]([C:16]3[CH:17]=[CH:18][CH:19]=[CH:20][C:21]=3[CH:22]=1)=[CH:14][CH:13]=[CH:12][CH:11]=2)=O.[Cl-].COC[P+](C1C=CC=CC=1)(C1C=CC=CC=1)C1C=CC=CC=1.[CH2:46]1[CH2:50][O:49][CH2:48][CH2:47]1.[K]. Product: [CH3:48][O:49][CH:50]=[CH:46][C:47]1[CH:6]=[CH:7][CH:8]=[CH:3][C:4]=1[C:9]1[C:10]2[C:15]([C:16]3[CH:17]=[CH:18][CH:19]=[CH:20][C:21]=3[CH:22]=1)=[CH:14][CH:13]=[CH:12][CH:11]=2. The catalyst class is: 6.